Dataset: Peptide-MHC class I binding affinity with 185,985 pairs from IEDB/IMGT. Task: Regression. Given a peptide amino acid sequence and an MHC pseudo amino acid sequence, predict their binding affinity value. This is MHC class I binding data. (1) The binding affinity (normalized) is 0.166. The MHC is HLA-A26:01 with pseudo-sequence HLA-A26:01. The peptide sequence is STAPSSPPPY. (2) The peptide sequence is AQTVEDEARR. The MHC is HLA-B57:01 with pseudo-sequence HLA-B57:01. The binding affinity (normalized) is 0. (3) The peptide sequence is REALQGGDRGF. The MHC is Mamu-B01 with pseudo-sequence Mamu-B01. The binding affinity (normalized) is 0.